From a dataset of Catalyst prediction with 721,799 reactions and 888 catalyst types from USPTO. Predict which catalyst facilitates the given reaction. (1) Reactant: [C:1]([CH:3]=[C:4]([NH:13]C(=O)OCC)[C:5]1[CH:10]=[CH:9][C:8]([Cl:11])=[CH:7][C:6]=1[Cl:12])#[N:2].[NH:19]([C:21](=[O:25])C(O)=O)[NH2:20].O.[C:27](OCC)(=O)C. Product: [Cl:12][C:6]1[CH:7]=[C:8]([Cl:11])[CH:9]=[CH:10][C:5]=1[C:4]1[N:13]=[C:21]([OH:25])[N:19]2[N:20]=[CH:27][N:2]=[C:1]2[CH:3]=1. The catalyst class is: 37. (2) Reactant: [F:1][C:2]1[CH:3]=[CH:4][C:5]([N+:17]([O-])=O)=[C:6]([CH:16]=1)[O:7][CH2:8]/[CH:9]=[CH:10]/[C:11]([O:13][CH2:14][CH3:15])=[O:12]. Product: [F:1][C:2]1[CH:3]=[CH:4][C:5]2[NH:17][CH:9]([CH2:10][C:11]([O:13][CH2:14][CH3:15])=[O:12])[CH2:8][O:7][C:6]=2[CH:16]=1. The catalyst class is: 409. (3) Reactant: [Br:1][C:2]1[CH:17]=[CH:16][C:5]([CH2:6][NH:7][C@@H:8]([CH2:12][CH:13]([CH3:15])[CH3:14])[C:9]([OH:11])=O)=[CH:4][CH:3]=1.C1CN([P+](O[N:35]2N=[N:42][C:37]3C=CC=C[C:36]2=3)(N2CCCC2)N2CCCC2)CC1.F[P-](F)(F)(F)(F)F.Cl.NCC#N.C(N(CC)CC)C.C([O-])(O)=O.[Na+]. Product: [Br:1][C:2]1[CH:3]=[CH:4][C:5]([CH2:6][NH:7][C@@H:8]([CH2:12][CH:13]([CH3:15])[CH3:14])[C:9]([NH:42][CH2:37][C:36]#[N:35])=[O:11])=[CH:16][CH:17]=1. The catalyst class is: 3. (4) Reactant: [C:1](Cl)(=O)[C:2]([Cl:4])=[O:3].CC1[S:12][C:11]([C:13](O)=O)=[CH:10][CH:9]=1. Product: [CH3:13][C:11]1[S:12][C:1]([C:2]([Cl:4])=[O:3])=[CH:9][CH:10]=1. The catalyst class is: 3. (5) Reactant: [CH:1]1([C:4]([NH:6][C:7]2[S:11][C:10]3[CH2:12][CH2:13][CH2:14][CH2:15][C:9]=3[C:8]=2[S:16]([OH:19])(=O)=[O:17])=[O:5])[CH2:3][CH2:2]1.C(Cl)(=O)C(Cl)=O.[NH3:26]. Product: [S:16]([C:8]1[C:9]2[CH2:15][CH2:14][CH2:13][CH2:12][C:10]=2[S:11][C:7]=1[NH:6][C:4]([CH:1]1[CH2:3][CH2:2]1)=[O:5])(=[O:19])(=[O:17])[NH2:26]. The catalyst class is: 198. (6) Reactant: O.O.O.O.O.O.O.O.[OH-].[Ba+2].[OH-].O.C(OC(=O)[NH:17][C:18]1[N:19]=[C:20]2[CH:25]=[CH:24][C:23]([I:26])=[N:22][N:21]2[CH:27]=1)C. Product: [I:26][C:23]1[CH:24]=[CH:25][C:20]2[N:21]([CH:27]=[C:18]([NH2:17])[N:19]=2)[N:22]=1. The catalyst class is: 60.